From a dataset of Experimental lipophilicity measurements (octanol/water distribution) for 4,200 compounds from AstraZeneca. Regression/Classification. Given a drug SMILES string, predict its absorption, distribution, metabolism, or excretion properties. Task type varies by dataset: regression for continuous measurements (e.g., permeability, clearance, half-life) or binary classification for categorical outcomes (e.g., BBB penetration, CYP inhibition). For this dataset (lipophilicity_astrazeneca), we predict Y. (1) The molecule is CN1CCC(Oc2cccc3ncnc(Nc4ccc(OCc5cnccn5)c(Cl)c4)c23)CC1. The Y is 3.21 logD. (2) The Y is 2.25 logD. The drug is Cc1ccc(C(=O)NC2CCC2)cc1-n1cnc2ccc(N3CCN(C)CC3)cc2c1=O. (3) The drug is O=c1[nH]c2c(O)ccc([C@@H](O)CNCCSCCCNCCc3cccc(Cl)c3Cl)c2s1. The Y is 2.20 logD. (4) The compound is CN(C)C(=O)N[C@H]1CC[C@H](CCN2CCN(c3ccc(Cl)c(Cl)c3)CC2)CC1. The Y is 3.15 logD. (5) The compound is CC(=O)N1CCN(CC(O)COc2ccc(Br)cc2)CC1. The Y is 1.60 logD.